Dataset: HIV replication inhibition screening data with 41,000+ compounds from the AIDS Antiviral Screen. Task: Binary Classification. Given a drug SMILES string, predict its activity (active/inactive) in a high-throughput screening assay against a specified biological target. (1) The drug is O=C(c1nc2cc([N+](=O)[O-])ccc2nc1O)C(O)c1ccco1. The result is 0 (inactive). (2) The molecule is O=C(CC(=O)n1nc(-c2ccccc2)c(N=Nc2ccccc2Cl)c1-c1ccccc1)Nc1ccc(Cl)cc1. The result is 0 (inactive). (3) The molecule is O=c1cc(-c2ccc(Cl)cc2)oc2cc(OCCCOc3ccc4c(=O)cc(-c5ccc(Cl)cc5)oc4c3)ccc12. The result is 0 (inactive). (4) The drug is Cc1cc(=O)oc2c1ccc1occc(=O)c12. The result is 0 (inactive).